The task is: Regression/Classification. Given a drug SMILES string, predict its absorption, distribution, metabolism, or excretion properties. Task type varies by dataset: regression for continuous measurements (e.g., permeability, clearance, half-life) or binary classification for categorical outcomes (e.g., BBB penetration, CYP inhibition). Dataset: cyp2c9_veith.. This data is from CYP2C9 inhibition data for predicting drug metabolism from PubChem BioAssay. The drug is COCCn1c(=O)c(-c2cccs2)nc2cnc(OCc3ccccc3)nc21. The result is 0 (non-inhibitor).